From a dataset of Forward reaction prediction with 1.9M reactions from USPTO patents (1976-2016). Predict the product of the given reaction. (1) Given the reactants [C:1]([C:5]1[CH:9]=[C:8]([C:10]([O:12][CH2:13][CH3:14])=[O:11])[N:7]([CH2:15][C:16]([OH:18])=O)[N:6]=1)([CH3:4])([CH3:3])[CH3:2].C(Cl)CCl.C1C=CC2N(O)N=NC=2C=1.[NH:33]1[CH2:38][CH2:37][O:36][CH2:35][CH2:34]1.Cl, predict the reaction product. The product is: [C:1]([C:5]1[CH:9]=[C:8]([C:10]([O:12][CH2:13][CH3:14])=[O:11])[N:7]([CH2:15][C:16]([N:33]2[CH2:38][CH2:37][O:36][CH2:35][CH2:34]2)=[O:18])[N:6]=1)([CH3:2])([CH3:3])[CH3:4]. (2) Given the reactants [F:1][C:2]([F:19])([F:18])[C:3]1[N:4]=[C:5]([C:8]2[C:16]3[CH2:15][CH2:14][O:13][CH2:12][C:11]=3[S:10][C:9]=2[NH2:17])[S:6][CH:7]=1.[C:20]12[C:28](=[O:29])[O:27][C:25](=[O:26])[C:21]=1[CH2:22][CH2:23][CH2:24]2, predict the reaction product. The product is: [F:19][C:2]([F:1])([F:18])[C:3]1[N:4]=[C:5]([C:8]2[C:16]3[CH2:15][CH2:14][O:13][CH2:12][C:11]=3[S:10][C:9]=2[NH:17][C:28]([C:20]2[CH2:24][CH2:23][CH2:22][C:21]=2[C:25]([OH:27])=[O:26])=[O:29])[S:6][CH:7]=1. (3) Given the reactants [NH2:1]/[C:2](=[N:10]\[O:11][C:12]([C@H:14]([CH2:23][CH2:24][CH2:25][CH:26]1[CH2:31][CH2:30][CH2:29][CH2:28][CH2:27]1)[CH2:15][C:16]([O:18][C:19]([CH3:22])([CH3:21])[CH3:20])=[O:17])=O)/[CH2:3][C:4]1[CH:9]=[CH:8][N:7]=[CH:6][CH:5]=1, predict the reaction product. The product is: [CH:26]1([CH2:25][CH2:24][CH2:23][C@@H:14]([C:12]2[O:11][N:10]=[C:2]([CH2:3][C:4]3[CH:9]=[CH:8][N:7]=[CH:6][CH:5]=3)[N:1]=2)[CH2:15][C:16]([O:18][C:19]([CH3:22])([CH3:21])[CH3:20])=[O:17])[CH2:31][CH2:30][CH2:29][CH2:28][CH2:27]1. (4) Given the reactants [CH3:1][O:2][C:3]1[CH:4]=[C:5]([CH:23]=[CH:24][C:25]=1[O:26][CH3:27])[CH2:6][CH:7]1[C:16]2[C:11](=[CH:12][C:13]([O:21][CH3:22])=[C:14]([O:17][CH:18]([CH3:20])[CH3:19])[CH:15]=2)[CH2:10][CH2:9][NH:8]1.Br[CH2:29][C:30](Br)=[O:31].[NH2:33][CH:34]1[C:42]2[C:37](=[CH:38][CH:39]=[CH:40][CH:41]=2)[CH:36]([C:43]2[CH:48]=[CH:47][CH:46]=[CH:45][CH:44]=2)[CH2:35]1, predict the reaction product. The product is: [CH3:1][O:2][C:3]1[CH:4]=[C:5]([CH:23]=[CH:24][C:25]=1[O:26][CH3:27])[CH2:6][CH:7]1[C:16]2[C:11](=[CH:12][C:13]([O:21][CH3:22])=[C:14]([O:17][CH:18]([CH3:20])[CH3:19])[CH:15]=2)[CH2:10][CH2:9][N:8]1[CH2:29][C:30]([NH:33][CH:34]1[C:42]2[C:37](=[CH:38][CH:39]=[CH:40][CH:41]=2)[CH:36]([C:43]2[CH:44]=[CH:45][CH:46]=[CH:47][CH:48]=2)[CH2:35]1)=[O:31]. (5) Given the reactants C[Si](C)(C)[N-][Si](C)(C)C.[Na+].[NH2:11][C:12]1[C:13]([CH3:24])=[CH:14][C:15]([C:19]([O:21][CH2:22][CH3:23])=[O:20])=[N:16][C:17]=1[I:18].[C:25]([O:29][C:30](O[C:30]([O:29][C:25]([CH3:28])([CH3:27])[CH3:26])=[O:31])=[O:31])([CH3:28])([CH3:27])[CH3:26].Cl, predict the reaction product. The product is: [C:25]([O:29][C:30]([NH:11][C:12]1[C:13]([CH3:24])=[CH:14][C:15]([C:19]([O:21][CH2:22][CH3:23])=[O:20])=[N:16][C:17]=1[I:18])=[O:31])([CH3:28])([CH3:27])[CH3:26]. (6) Given the reactants [OH:1][CH:2](C=C)[CH2:3][O:4][C:5]1[CH:9]=[C:8]([C:10]([O:12][CH3:13])=[O:11])[O:7][N:6]=1.F[C:17]([F:30])([F:29])S(O[Si](C(C)(C)C)(C)C)(=O)=O.CC1C=CC=C(C)N=1.Cl, predict the reaction product. The product is: [F:30][CH:17]([F:29])[CH:2]([OH:1])[CH2:3][O:4][C:5]1[CH:9]=[C:8]([C:10]([O:12][CH3:13])=[O:11])[O:7][N:6]=1.